This data is from Reaction yield outcomes from USPTO patents with 853,638 reactions. The task is: Predict the reaction yield, written as a fraction of the theoretical maximum amount of product (1.0 means a 100% yield; for example, 0.34 means a 34% yield). (1) The reactants are [CH3:1][O:2][C:3]1[CH:4]=[C:5]2[C:9](=[CH:10][C:11]=1[O:12][CH2:13][C:14]([O:16]C)=[O:15])[N:8]([CH3:18])[CH:7]=[C:6]2[C:19]1[N:27]([S:28]([C:31]2[CH:36]=[CH:35][C:34]([CH3:37])=[CH:33][CH:32]=2)(=[O:30])=[O:29])[C:22]2=[N:23][CH:24]=[CH:25][CH:26]=[C:21]2[CH:20]=1. The catalyst is [OH-].[K+]. The product is [CH3:1][O:2][C:3]1[CH:4]=[C:5]2[C:9](=[CH:10][C:11]=1[O:12][CH2:13][C:14]([OH:16])=[O:15])[N:8]([CH3:18])[CH:7]=[C:6]2[C:19]1[N:27]([S:28]([C:31]2[CH:32]=[CH:33][C:34]([CH3:37])=[CH:35][CH:36]=2)(=[O:29])=[O:30])[C:22]2=[N:23][CH:24]=[CH:25][CH:26]=[C:21]2[CH:20]=1. The yield is 0.980. (2) The reactants are [Br:1][C:2]1[C:10]2[C:5](=[CH:6][N:7]=[CH:8][CH:9]=2)[S:4][C:3]=1[C:11]([NH2:13])=O.P(Cl)(Cl)(Cl)=O.C(=O)([O-])[O-].[Na+].[Na+].C(Cl)Cl. The catalyst is C(#N)C. The product is [Br:1][C:2]1[C:10]2[C:5](=[CH:6][N:7]=[CH:8][CH:9]=2)[S:4][C:3]=1[C:11]#[N:13]. The yield is 0.290. (3) The reactants are [Si:1]([O:8][CH2:9][CH:10]([OH:15])[CH2:11][N:12]([CH3:14])[CH3:13])([C:4]([CH3:7])([CH3:6])[CH3:5])([CH3:3])[CH3:2].[H-].[Na+].CS(O[CH2:23][CH2:24][CH2:25][CH2:26][CH2:27][CH2:28][CH2:29][CH2:30]/[CH:31]=[CH:32]\[CH2:33]/[CH:34]=[CH:35]\[CH2:36][CH2:37][CH2:38][CH2:39][CH3:40])(=O)=O. The catalyst is C1(C)C=CC=CC=1. The product is [Si:1]([O:8][CH2:9][CH:10]([O:15][CH2:23][CH2:24][CH2:25][CH2:26][CH2:27][CH2:28][CH2:29][CH2:30]/[CH:31]=[CH:32]\[CH2:33]/[CH:34]=[CH:35]\[CH2:36][CH2:37][CH2:38][CH2:39][CH3:40])[CH2:11][N:12]([CH3:14])[CH3:13])([C:4]([CH3:7])([CH3:6])[CH3:5])([CH3:3])[CH3:2]. The yield is 0.530. (4) The catalyst is CCOCC.O. The product is [Br:8][C:4]1[N:3]=[C:2]([C:21]2([OH:20])[CH2:27][CH2:26][CH2:25][N:24]([C:28]([O:30][C:31]([CH3:33])([CH3:32])[CH3:34])=[O:29])[CH2:23][CH2:22]2)[CH:7]=[CH:6][CH:5]=1. The yield is 0.625. The reactants are Br[C:2]1[CH:7]=[CH:6][CH:5]=[C:4]([Br:8])[N:3]=1.[Li]CCCC.CCCCCC.[O:20]=[C:21]1[CH2:27][CH2:26][CH2:25][N:24]([C:28]([O:30][C:31]([CH3:34])([CH3:33])[CH3:32])=[O:29])[CH2:23][CH2:22]1. (5) The reactants are [Cl:1][C:2]1[CH:28]=[C:27]([Cl:29])[CH:26]=[CH:25][C:3]=1[CH2:4][N:5]1[C:9]([CH2:10][CH2:11][C:12]([O:14]CC)=[O:13])=[CH:8][C:7]([O:17][CH2:18][C:19]2[CH:24]=[CH:23][CH:22]=[CH:21][N:20]=2)=[N:6]1.[OH-].[Na+].O1CCCC1. The catalyst is C(O)C. The product is [Cl:1][C:2]1[CH:28]=[C:27]([Cl:29])[CH:26]=[CH:25][C:3]=1[CH2:4][N:5]1[C:9]([CH2:10][CH2:11][C:12]([OH:14])=[O:13])=[CH:8][C:7]([O:17][CH2:18][C:19]2[CH:24]=[CH:23][CH:22]=[CH:21][N:20]=2)=[N:6]1. The yield is 0.750. (6) The reactants are Cl[C:2]1[CH:7]=[CH:6][N:5]=[C:4]2[CH:8]=[C:9]([C:11]3[O:15][N:14]=[C:13]([CH3:16])[N:12]=3)[S:10][C:3]=12.[NH2:17][C:18]1[CH:23]=[CH:22][C:21]([OH:24])=[C:20]([F:25])[CH:19]=1.C(=O)([O-])[O-].[Cs+].[Cs+].CN(C=O)C. The catalyst is C(Cl)(Cl)Cl. The product is [F:25][C:20]1[CH:19]=[C:18]([NH2:17])[CH:23]=[CH:22][C:21]=1[O:24][C:2]1[CH:7]=[CH:6][N:5]=[C:4]2[CH:8]=[C:9]([C:11]3[O:15][N:14]=[C:13]([CH3:16])[N:12]=3)[S:10][C:3]=12. The yield is 0.480.